Predict the reaction yield, written as a fraction of the theoretical maximum amount of product (1.0 means a 100% yield; for example, 0.34 means a 34% yield). From a dataset of Reaction yield outcomes from USPTO patents with 853,638 reactions. (1) The reactants are [Cl:1][C:2]1[C:3]([C:8]2[CH:9]=[C:10]3[C:14](=[CH:15][CH:16]=2)[NH:13][N:12]=[C:11]3[NH:17][C:18]2[S:19][C:20]([CH2:23][N:24]([CH3:26])[CH3:25])=[CH:21][N:22]=2)=[N:4][CH:5]=[CH:6][CH:7]=1.[H][H].[Cl-:29].C(OCC)(=O)C. The catalyst is C(OCC)(=O)C. The product is [ClH:1].[ClH:29].[ClH:1].[Cl:1][C:2]1[C:3]([C:8]2[CH:9]=[C:10]3[C:14](=[CH:15][CH:16]=2)[NH:13][N:12]=[C:11]3[NH:17][C:18]2[S:19][C:20]([CH2:23][N:24]([CH3:26])[CH3:25])=[CH:21][N:22]=2)=[N:4][CH:5]=[CH:6][CH:7]=1. The yield is 0.850. (2) The reactants are F[C:2]1[N:7]2[CH:8]=[C:9]([CH2:11][OH:12])[N:10]=[C:6]2[CH:5]=[CH:4][CH:3]=1.[CH3:13][N:14]1[CH2:19][CH2:18][NH:17][CH2:16][CH2:15]1. The catalyst is [Cl-].[Na+].O. The product is [CH3:13][N:14]1[CH2:19][CH2:18][N:17]([C:2]2[N:7]3[CH:8]=[C:9]([CH2:11][OH:12])[N:10]=[C:6]3[CH:5]=[CH:4][CH:3]=2)[CH2:16][CH2:15]1. The yield is 0.900. (3) The reactants are [Cl:1][C:2]1[CH:3]=[C:4]([N:9]=[CH:10][C:11]2[CH:16]=[CH:15][N:14]=[C:13]([CH3:17])[C:12]=2[OH:18])[CH:5]=[CH:6][C:7]=1[F:8].[Si]([C:23]#[N:24])(C)(C)C. The catalyst is C(Cl)Cl. The product is [Cl:1][C:2]1[CH:3]=[C:4]([NH:9][C:10]2[C:11]3[C:12](=[C:13]([CH3:17])[N:14]=[CH:15][CH:16]=3)[O:18][C:23]=2[NH2:24])[CH:5]=[CH:6][C:7]=1[F:8]. The yield is 0.240. (4) The reactants are [O:1]1[C:5]2[CH:6]=[CH:7][C:8]([C:10]3[CH:15]=[CH:14][C:13]([C:16]4[N:21]=[C:20]([O:22][CH2:23][CH2:24][CH2:25][CH2:26][CH2:27][O:28][C:29]5[CH:34]=[CH:33][CH:32]=[CH:31][C:30]=5[CH2:35][CH:36]([NH:41][C:42]([O:44][C:45]([CH3:48])([CH3:47])[CH3:46])=[O:43])[C:37]([O:39]C)=[O:38])[CH:19]=[CH:18][CH:17]=4)=[CH:12][CH:11]=3)=[CH:9][C:4]=2[O:3][CH2:2]1.O.[OH-].[Li+]. The catalyst is O1CCCC1.O. The product is [O:1]1[C:5]2[CH:6]=[CH:7][C:8]([C:10]3[CH:11]=[CH:12][C:13]([C:16]4[N:21]=[C:20]([O:22][CH2:23][CH2:24][CH2:25][CH2:26][CH2:27][O:28][C:29]5[CH:34]=[CH:33][CH:32]=[CH:31][C:30]=5[CH2:35][CH:36]([NH:41][C:42]([O:44][C:45]([CH3:48])([CH3:47])[CH3:46])=[O:43])[C:37]([OH:39])=[O:38])[CH:19]=[CH:18][CH:17]=4)=[CH:14][CH:15]=3)=[CH:9][C:4]=2[O:3][CH2:2]1. The yield is 0.980. (5) The reactants are [Br:1][C:2]1[CH:3]=[C:4]([CH:20]=[C:21]([CH3:23])[CH:22]=1)[C:5](=[NH:19])[NH:6][C:7]1[C:12]([CH:13]([CH3:15])[CH3:14])=[CH:11][CH:10]=[CH:9][C:8]=1[CH:16]([CH3:18])[CH3:17].Cl[CH2:25][CH:26]=O.C(=O)(O)[O-].[Na+].CC(O)C. The catalyst is C(OCC)(=O)C.O. The product is [Br:1][C:2]1[CH:3]=[C:4]([C:5]2[N:6]([C:7]3[C:8]([CH:16]([CH3:17])[CH3:18])=[CH:9][CH:10]=[CH:11][C:12]=3[CH:13]([CH3:15])[CH3:14])[CH:25]=[CH:26][N:19]=2)[CH:20]=[C:21]([CH3:23])[CH:22]=1. The yield is 0.790. (6) The reactants are CCCC[Sn](CCCC)CCCC.CCCC[Sn](CCCC)CCCC.Br[C:28]1[CH:35]=[CH:34][CH:33]=[CH:32][C:29]=1[C:30]#[N:31].[C:51]1([CH3:56])[CH:52]=[CH:53][CH:54]=[CH:55][C:50]=1P([C:50]1[CH:55]=[CH:54][CH:53]=[CH:52][C:51]=1[CH3:56])[C:50]1[CH:55]=[CH:54][CH:53]=[CH:52][C:51]=1[CH3:56].C(N(CC)CC)C.CN([CH:68]=[O:69])C. The catalyst is [Cl-].[Li+].CC#N.CC#N.Cl[Pd]Cl.C(C1C=C(C)C=C(C(C)(C)C)C=1O)(C)(C)C. The product is [C:30]([C:29]1[CH:32]=[CH:33][CH:34]=[CH:35][C:28]=1[C:53]1[CH2:54][CH:55]2[CH:51]([CH:52]=1)[CH2:56][C:68](=[O:69])[CH2:50]2)#[N:31]. The yield is 0.440. (7) The reactants are ClC1C(N)=C2C(C(OC)=CC=N2)=CC=1.[NH2:15][C:16]1[C:17]([C:26]([C:28]2[CH:33]=[CH:32][C:31]([CH3:34])=[CH:30][CH:29]=2)=O)=[CH:18][CH:19]=[C:20]2[C:25]=1[N:24]=[CH:23][CH:22]=[CH:21]2.[CH3:35][NH:36][S:37](Cl)(=[O:39])=[O:38].[BH4-].[Na+]. The catalyst is N1C=CC=CC=1. The product is [CH3:35][N:36]1[S:37](=[O:39])(=[O:38])[NH:15][C:16]2[C:25]3[C:20](=[CH:21][CH:22]=[CH:23][N:24]=3)[CH:19]=[CH:18][C:17]=2[CH:26]1[C:28]1[CH:33]=[CH:32][C:31]([CH3:34])=[CH:30][CH:29]=1. The yield is 0.0500.